From a dataset of Forward reaction prediction with 1.9M reactions from USPTO patents (1976-2016). Predict the product of the given reaction. (1) Given the reactants [Br:1][C:2]1[CH:3]=[CH:4][C:5]([NH:19][CH2:20][C:21]2[CH:26]=[CH:25][C:24]([O:27][CH3:28])=[CH:23][C:22]=2[O:29][CH3:30])=[C:6]([C:8]([C:10]2[CH:15]=[CH:14][CH:13]=[C:12]([O:16][CH3:17])[C:11]=2[CH3:18])=[O:9])[CH:7]=1.[BH4-].[Na+], predict the reaction product. The product is: [Br:1][C:2]1[CH:3]=[CH:4][C:5]([NH:19][CH2:20][C:21]2[CH:26]=[CH:25][C:24]([O:27][CH3:28])=[CH:23][C:22]=2[O:29][CH3:30])=[C:6]([CH:8]([C:10]2[CH:15]=[CH:14][CH:13]=[C:12]([O:16][CH3:17])[C:11]=2[CH3:18])[OH:9])[CH:7]=1. (2) Given the reactants COC1C=CC(C[N:8]2[C:12]([N:13](CC3C=CC(OC)=CC=3)CC3C=CC(OC)=CC=3)=[N:11][C:10]([NH:32][C:33]3[CH:38]=[CH:37][CH:36]=[C:35]([O:39][C:40]([F:43])([F:42])[F:41])[CH:34]=3)=[N:9]2)=CC=1.C(O)(C(F)(F)F)=O, predict the reaction product. The product is: [F:43][C:40]([F:41])([F:42])[O:39][C:35]1[CH:34]=[C:33]([NH:32][C:10]2[N:11]=[C:12]([NH2:13])[NH:8][N:9]=2)[CH:38]=[CH:37][CH:36]=1.